This data is from hERG potassium channel inhibition data for cardiac toxicity prediction from Karim et al.. The task is: Regression/Classification. Given a drug SMILES string, predict its toxicity properties. Task type varies by dataset: regression for continuous values (e.g., LD50, hERG inhibition percentage) or binary classification for toxic/non-toxic outcomes (e.g., AMES mutagenicity, cardiotoxicity, hepatotoxicity). Dataset: herg_karim. (1) The compound is CCN(CC)CCOC(=O)c1ccc(N)cc1.CN(C)CCCN1c2ccccc2CCc2ccc(Cl)cc21. The result is 0 (non-blocker). (2) The molecule is COc1cc(Nc2ncc(C)s2)nc(N[C@@H](C)c2ncc(F)cn2)n1. The result is 0 (non-blocker). (3) The molecule is Cc1noc(C)c1S(=O)(=O)NCCN1CC2CN(Cc3ccc(C#N)cc3)CC(C1)O2. The result is 0 (non-blocker).